Dataset: Forward reaction prediction with 1.9M reactions from USPTO patents (1976-2016). Task: Predict the product of the given reaction. (1) Given the reactants [CH2:1]([O:8][C:9]([N:11]1[CH2:15][CH2:14][CH2:13][C@H:12]1[CH2:16][C:17]([OH:19])=[O:18])=[O:10])[C:2]1[CH:7]=[CH:6][CH:5]=[CH:4][CH:3]=1.Br[CH2:21][C:22]([C:24]1[CH:29]=[CH:28][CH:27]=[CH:26][CH:25]=1)=[O:23], predict the reaction product. The product is: [CH2:1]([O:8][C:9]([N:11]1[CH2:15][CH2:14][CH2:13][C@H:12]1[CH2:16][C:17]([O:19][CH2:21][C:22](=[O:23])[C:24]1[CH:29]=[CH:28][CH:27]=[CH:26][CH:25]=1)=[O:18])=[O:10])[C:2]1[CH:3]=[CH:4][CH:5]=[CH:6][CH:7]=1. (2) The product is: [CH3:19][N:20]([CH2:21][CH:22]([C:24]1[CH:29]=[CH:28][CH:27]=[CH:26][CH:25]=1)[OH:23])[CH2:15][C:12]1[CH:13]=[N:14][C:9]([C:4]2[CH:5]=[CH:6][CH:7]=[CH:8][C:3]=2[C:2]([F:18])([F:17])[F:1])=[CH:10][CH:11]=1. Given the reactants [F:1][C:2]([F:18])([F:17])[C:3]1[CH:8]=[CH:7][CH:6]=[CH:5][C:4]=1[C:9]1[N:14]=[CH:13][C:12]([CH:15]=O)=[CH:11][CH:10]=1.[CH3:19][NH:20][CH2:21][CH:22]([C:24]1[CH:29]=[CH:28][CH:27]=[CH:26][CH:25]=1)[OH:23].[BH-](OC(C)=O)(OC(C)=O)OC(C)=O.[Na+], predict the reaction product. (3) Given the reactants [Cl:1][C:2]1[N:7]=[C:6](Cl)[C:5]([CH3:9])=[CH:4][N:3]=1.[NH2:10][CH:11]1[CH2:16][CH2:15][C:14]2([CH2:21][CH2:20][N:19]([C:22]([O:24][C:25]([CH3:28])([CH3:27])[CH3:26])=[O:23])[CH2:18][CH2:17]2)[CH2:13][CH2:12]1.CCN(CC)CC, predict the reaction product. The product is: [Cl:1][C:2]1[N:7]=[C:6]([NH:10][CH:11]2[CH2:12][CH2:13][C:14]3([CH2:21][CH2:20][N:19]([C:22]([O:24][C:25]([CH3:26])([CH3:27])[CH3:28])=[O:23])[CH2:18][CH2:17]3)[CH2:15][CH2:16]2)[C:5]([CH3:9])=[CH:4][N:3]=1. (4) The product is: [C:13]([O:17][C:18](=[O:27])[CH:19]([C:20]1[CH:25]=[CH:24][C:23]([CH3:26])=[CH:22][CH:21]=1)[CH:30]1[CH2:31][CH2:32][C:28](=[O:33])[CH2:29]1)([CH3:16])([CH3:15])[CH3:14]. Given the reactants C(NC(C)C)(C)C.C([Li])CCC.[C:13]([O:17][C:18](=[O:27])[CH2:19][C:20]1[CH:25]=[CH:24][C:23]([CH3:26])=[CH:22][CH:21]=1)([CH3:16])([CH3:15])[CH3:14].[C:28]1(=[O:33])[CH2:32][CH2:31][CH:30]=[CH:29]1.[Cl-].[NH4+], predict the reaction product. (5) Given the reactants C(O[BH-](OC(=O)C)OC(=O)C)(=O)C.[Na+].O=[CH:16][CH2:17][CH2:18][C:19]1[CH:34]=[CH:33][C:22]([O:23][C:24]2[CH:32]=[CH:31][C:27]([C:28]([NH2:30])=[O:29])=[CH:26][N:25]=2)=[CH:21][CH:20]=1.[NH2:35][C:36]1[CH:41]=[CH:40][CH:39]=[CH:38][CH:37]=1.[OH-].[Na+], predict the reaction product. The product is: [C:36]1([NH:35][CH2:16][CH2:17][CH2:18][C:19]2[CH:34]=[CH:33][C:22]([O:23][C:24]3[CH:32]=[CH:31][C:27]([C:28]([NH2:30])=[O:29])=[CH:26][N:25]=3)=[CH:21][CH:20]=2)[CH:41]=[CH:40][CH:39]=[CH:38][CH:37]=1. (6) The product is: [CH3:21][C:13]1[CH:12]=[C:11]([CH2:10][O:9][C:8]2[CH:7]=[CH:6][C:5]([S:2]([CH2:1][C:39]([C:36]3[CH:37]=[CH:38][C:33]([CH3:32])=[CH:34][CH:35]=3)([OH:41])[CH3:40])(=[O:4])=[O:3])=[CH:23][CH:22]=2)[C:20]2[C:15](=[CH:16][CH:17]=[CH:18][CH:19]=2)[N:14]=1. Given the reactants [CH3:1][S:2]([C:5]1[CH:23]=[CH:22][C:8]([O:9][CH2:10][C:11]2[C:20]3[C:15](=[CH:16][CH:17]=[CH:18][CH:19]=3)[N:14]=[C:13]([CH3:21])[CH:12]=2)=[CH:7][CH:6]=1)(=[O:4])=[O:3].C([N-]C(C)C)(C)C.[Li+].[CH3:32][C:33]1[CH:38]=[CH:37][C:36]([C:39](=[O:41])[CH3:40])=[CH:35][CH:34]=1, predict the reaction product. (7) Given the reactants Cl[CH2:2][C:3]1[CH:12]=[CH:11][C:10]2[C:5](=[CH:6][CH:7]=[CH:8][CH:9]=2)[N:4]=1.[CH3:13][C:14]1([CH3:28])[C:18]([CH3:20])([CH3:19])[O:17][B:16]([C:21]2[CH:26]=[CH:25][C:24]([OH:27])=[CH:23][CH:22]=2)[O:15]1, predict the reaction product. The product is: [CH3:19][C:18]1([CH3:20])[C:14]([CH3:13])([CH3:28])[O:15][B:16]([C:21]2[CH:26]=[CH:25][C:24]([O:27][CH2:2][C:3]3[CH:12]=[CH:11][C:10]4[C:5](=[CH:6][CH:7]=[CH:8][CH:9]=4)[N:4]=3)=[CH:23][CH:22]=2)[O:17]1. (8) Given the reactants [CH2:1]([O:8][C:9]1[C:10](=[O:17])[CH:11]=[C:12]([CH2:15][OH:16])[O:13][CH:14]=1)[C:2]1[CH:7]=[CH:6][CH:5]=[CH:4][CH:3]=1.CC(C)=[O:20], predict the reaction product. The product is: [CH2:1]([O:8][C:9]1[C:10](=[O:17])[CH:11]=[C:12]([C:15]([OH:20])=[O:16])[O:13][CH:14]=1)[C:2]1[CH:3]=[CH:4][CH:5]=[CH:6][CH:7]=1. (9) The product is: [OH:15][CH2:14][CH2:13][C:10]1[CH:9]=[CH:8][C:7]([CH2:6][CH2:5][C:1]#[N:2])=[CH:12][CH:11]=1. Given the reactants [C-:1]#[N:2].[Na+].O[CH2:5][CH2:6][C:7]1[CH:12]=[CH:11][C:10]([CH2:13][CH2:14][O:15]S(C2C=CC(C)=CC=2)(=O)=O)=[CH:9][CH:8]=1, predict the reaction product. (10) Given the reactants Cl[C:2]1[N:3]=[C:4]([N:24]2[CH2:29][CH2:28][O:27][CH2:26][CH2:25]2)[C:5]2[S:10][C:9]([CH2:11][N:12]3[CH2:17][CH2:16][N:15]([S:18]([CH:21]4[CH2:23][CH2:22]4)(=[O:20])=[O:19])[CH2:14][CH2:13]3)=[CH:8][C:6]=2[N:7]=1.[NH2:30][C:31]1[N:36]=[CH:35][C:34](B2OC(C)(C)C(C)(C)O2)=[CH:33][N:32]=1, predict the reaction product. The product is: [O:27]1[CH2:28][CH2:29][N:24]([C:4]2[C:5]3[S:10][C:9]([CH2:11][N:12]4[CH2:17][CH2:16][N:15]([S:18]([CH:21]5[CH2:23][CH2:22]5)(=[O:20])=[O:19])[CH2:14][CH2:13]4)=[CH:8][C:6]=3[N:7]=[C:2]([C:34]3[CH:33]=[N:32][C:31]([NH2:30])=[N:36][CH:35]=3)[N:3]=2)[CH2:25][CH2:26]1.